Dataset: Full USPTO retrosynthesis dataset with 1.9M reactions from patents (1976-2016). Task: Predict the reactants needed to synthesize the given product. (1) Given the product [CH3:27][O:26][C:21]1[N:22]=[C:23]2[C:18](=[CH:19][CH:20]=1)[N:17]=[CH:16][C:15]1[N:14]([CH3:1])[CH2:13][CH:12]([C@H:9]3[CH2:8][CH2:7][C@H:6]([NH2:5])[CH2:11][CH2:10]3)[O:25][C:24]2=1, predict the reactants needed to synthesize it. The reactants are: [CH3:1]SC.B.[NH2:5][C@H:6]1[CH2:11][CH2:10][C@H:9]([CH:12]2[O:25][C:24]3[C:23]4[C:18](=[CH:19][CH:20]=[C:21]([O:26][CH3:27])[N:22]=4)[N:17]=[CH:16][C:15]=3[NH:14][C:13]2=O)[CH2:8][CH2:7]1. (2) Given the product [C@@H:16]([NH:15][C:6]1[CH:5]=[C:4]([CH:9]=[C:8]([C:10]2[N:11]=[N:12][NH:13][N:14]=2)[N:7]=1)[C:3]([OH:20])=[O:2])([CH2:18][CH3:19])[CH3:17], predict the reactants needed to synthesize it. The reactants are: C[O:2][C:3](=[O:20])[C:4]1[CH:9]=[C:8]([C:10]2[N:11]=[N:12][NH:13][N:14]=2)[N:7]=[C:6]([NH:15][C@H:16]([CH2:18][CH3:19])[CH3:17])[CH:5]=1.[OH-].[Na+].Cl. (3) Given the product [CH3:17][CH:18]([CH3:19])[CH2:2][C:1]([N:4]1[CH2:8][CH2:7][CH:6]([NH:9][C:10](=[O:16])[O:11][C:12]([CH3:15])([CH3:14])[CH3:13])[CH2:5]1)=[O:3], predict the reactants needed to synthesize it. The reactants are: [C:1]([N:4]1[CH2:8][CH2:7][CH:6]([NH:9][C:10](=[O:16])[O:11][C:12]([CH3:15])([CH3:14])[CH3:13])[CH2:5]1)(=[O:3])[CH3:2].[C:17](Cl)(=O)[CH2:18][CH:19](C)C. (4) Given the product [Li+:25].[F:21][C:18]([F:19])([F:20])[C:15]1[CH:16]=[CH:17][C:12]([N:9]2[CH2:10][CH2:11][N:6]([CH2:5][CH:4]([CH3:22])[C:3]([O-:23])=[O:2])[CH2:7][CH2:8]2)=[CH:13][CH:14]=1, predict the reactants needed to synthesize it. The reactants are: C[O:2][C:3](=[O:23])[CH:4]([CH3:22])[CH2:5][N:6]1[CH2:11][CH2:10][N:9]([C:12]2[CH:17]=[CH:16][C:15]([C:18]([F:21])([F:20])[F:19])=[CH:14][CH:13]=2)[CH2:8][CH2:7]1.[OH-].[Li+:25].